From a dataset of NCI-60 drug combinations with 297,098 pairs across 59 cell lines. Regression. Given two drug SMILES strings and cell line genomic features, predict the synergy score measuring deviation from expected non-interaction effect. (1) Drug 1: CCC1(CC2CC(C3=C(CCN(C2)C1)C4=CC=CC=C4N3)(C5=C(C=C6C(=C5)C78CCN9C7C(C=CC9)(C(C(C8N6C)(C(=O)OC)O)OC(=O)C)CC)OC)C(=O)OC)O.OS(=O)(=O)O. Drug 2: CC1=C(C=C(C=C1)C(=O)NC2=CC(=CC(=C2)C(F)(F)F)N3C=C(N=C3)C)NC4=NC=CC(=N4)C5=CN=CC=C5. Cell line: NCI-H522. Synergy scores: CSS=0.385, Synergy_ZIP=-1.44, Synergy_Bliss=-3.52, Synergy_Loewe=-0.795, Synergy_HSA=-2.64. (2) Drug 1: CC1=C(C=C(C=C1)NC2=NC=CC(=N2)N(C)C3=CC4=NN(C(=C4C=C3)C)C)S(=O)(=O)N.Cl. Drug 2: CN(CC1=CN=C2C(=N1)C(=NC(=N2)N)N)C3=CC=C(C=C3)C(=O)NC(CCC(=O)O)C(=O)O. Cell line: UACC-257. Synergy scores: CSS=-1.62, Synergy_ZIP=-2.48, Synergy_Bliss=-4.05, Synergy_Loewe=-12.1, Synergy_HSA=-5.22. (3) Drug 2: CC1C(C(=O)NC(C(=O)N2CCCC2C(=O)N(CC(=O)N(C(C(=O)O1)C(C)C)C)C)C(C)C)NC(=O)C3=C4C(=C(C=C3)C)OC5=C(C(=O)C(=C(C5=N4)C(=O)NC6C(OC(=O)C(N(C(=O)CN(C(=O)C7CCCN7C(=O)C(NC6=O)C(C)C)C)C)C(C)C)C)N)C. Cell line: K-562. Synergy scores: CSS=20.2, Synergy_ZIP=18.6, Synergy_Bliss=21.9, Synergy_Loewe=20.2, Synergy_HSA=21.2. Drug 1: CC1=CC2C(CCC3(C2CCC3(C(=O)C)OC(=O)C)C)C4(C1=CC(=O)CC4)C. (4) Synergy scores: CSS=35.3, Synergy_ZIP=-5.73, Synergy_Bliss=-1.00, Synergy_Loewe=-0.202, Synergy_HSA=0.576. Drug 2: CC1=C(C(=O)C2=C(C1=O)N3CC4C(C3(C2COC(=O)N)OC)N4)N. Cell line: SNB-75. Drug 1: CC1C(C(CC(O1)OC2CC(OC(C2O)C)OC3=CC4=CC5=C(C(=O)C(C(C5)C(C(=O)C(C(C)O)O)OC)OC6CC(C(C(O6)C)O)OC7CC(C(C(O7)C)O)OC8CC(C(C(O8)C)O)(C)O)C(=C4C(=C3C)O)O)O)O. (5) Drug 1: C1=CC(=CC=C1CCC2=CNC3=C2C(=O)NC(=N3)N)C(=O)NC(CCC(=O)O)C(=O)O. Drug 2: CC1CCC2CC(C(=CC=CC=CC(CC(C(=O)C(C(C(=CC(C(=O)CC(OC(=O)C3CCCCN3C(=O)C(=O)C1(O2)O)C(C)CC4CCC(C(C4)OC)O)C)C)O)OC)C)C)C)OC. Cell line: UACC62. Synergy scores: CSS=15.6, Synergy_ZIP=-7.23, Synergy_Bliss=-6.31, Synergy_Loewe=-2.65, Synergy_HSA=-1.00. (6) Drug 1: CC1C(C(CC(O1)OC2CC(OC(C2O)C)OC3=CC4=CC5=C(C(=O)C(C(C5)C(C(=O)C(C(C)O)O)OC)OC6CC(C(C(O6)C)O)OC7CC(C(C(O7)C)O)OC8CC(C(C(O8)C)O)(C)O)C(=C4C(=C3C)O)O)O)O. Drug 2: CC1C(C(CC(O1)OC2CC(CC3=C2C(=C4C(=C3O)C(=O)C5=CC=CC=C5C4=O)O)(C(=O)C)O)N)O. Cell line: HCT116. Synergy scores: CSS=55.2, Synergy_ZIP=10.4, Synergy_Bliss=12.0, Synergy_Loewe=4.68, Synergy_HSA=12.6. (7) Drug 1: C1CN1P(=S)(N2CC2)N3CC3. Drug 2: C1CC(=O)NC(=O)C1N2C(=O)C3=CC=CC=C3C2=O. Cell line: SF-268. Synergy scores: CSS=5.33, Synergy_ZIP=-2.39, Synergy_Bliss=-2.12, Synergy_Loewe=-6.49, Synergy_HSA=-2.43. (8) Drug 2: C1CC(=O)NC(=O)C1N2CC3=C(C2=O)C=CC=C3N. Synergy scores: CSS=1.11, Synergy_ZIP=-4.17, Synergy_Bliss=-6.09, Synergy_Loewe=-6.94, Synergy_HSA=-6.72. Cell line: KM12. Drug 1: CC12CCC(CC1=CCC3C2CCC4(C3CC=C4C5=CN=CC=C5)C)O.